From a dataset of Full USPTO retrosynthesis dataset with 1.9M reactions from patents (1976-2016). Predict the reactants needed to synthesize the given product. (1) Given the product [Br:1][C:2]1[C:3]([C:36]([OH:38])=[O:37])=[CH:4][C:5]2[CH2:6][CH2:7][CH2:8][C:9]([OH:35])([C:12]3[S:13][C:14]([C:17]4[CH:22]=[C:21]([CH3:23])[CH:20]=[C:19]([NH:24][C:25]5[CH:30]=[C:29]([C:31]([F:34])([F:32])[F:33])[CH:28]=[CH:27][N:26]=5)[N:18]=4)=[CH:15][N:16]=3)[C:10]=2[CH:11]=1, predict the reactants needed to synthesize it. The reactants are: [Br:1][C:2]1[C:3]([C:36]([O:38]CC)=[O:37])=[CH:4][C:5]2[CH2:6][CH2:7][CH2:8][C:9]([OH:35])([C:12]3[S:13][C:14]([C:17]4[CH:22]=[C:21]([CH3:23])[CH:20]=[C:19]([NH:24][C:25]5[CH:30]=[C:29]([C:31]([F:34])([F:33])[F:32])[CH:28]=[CH:27][N:26]=5)[N:18]=4)=[CH:15][N:16]=3)[C:10]=2[CH:11]=1.[OH-].[Na+]. (2) Given the product [C:41]([NH:1][C:2]1[N:10]=[C:9]2[C:5]([N:6]=[CH:7][N:8]2[C@@H:11]2[O:26][C@H:25]([CH2:27][O:28][CH2:29][C:30]3[CH:35]=[CH:34][C:33]([Cl:36])=[CH:32][C:31]=3[Cl:37])[C@@H:14]([O:15][CH2:16][C:17]3[CH:22]=[CH:21][C:20]([Cl:23])=[CH:19][C:18]=3[Cl:24])[C@@:12]2([CH:38]=[CH2:39])[OH:13])=[C:4]([Cl:40])[N:3]=1)(=[O:45])[CH:42]([CH3:44])[CH3:43], predict the reactants needed to synthesize it. The reactants are: [NH2:1][C:2]1[N:10]=[C:9]2[C:5]([N:6]=[CH:7][N:8]2[C@@H:11]2[O:26][C@H:25]([CH2:27][O:28][CH2:29][C:30]3[CH:35]=[CH:34][C:33]([Cl:36])=[CH:32][C:31]=3[Cl:37])[C@@H:14]([O:15][CH2:16][C:17]3[CH:22]=[CH:21][C:20]([Cl:23])=[CH:19][C:18]=3[Cl:24])[C@@:12]2([CH:38]=[CH2:39])[OH:13])=[C:4]([Cl:40])[N:3]=1.[C:41](Cl)(=[O:45])[CH:42]([CH3:44])[CH3:43]. (3) Given the product [Cl:51][C:52]1[CH:57]=[CH:56][C:55]([CH2:58][CH2:59][O:60][C:2]2[N:3]=[C:4]([NH2:50])[C:5]3[N:6]=[CH:7][N:8]([C:48]=3[N:49]=2)[C@@H:9]2[O:47][C@H:34]([CH2:35][O:36][Si:37]([CH:38]([CH3:40])[CH3:39])([CH:41]([CH3:43])[CH3:42])[CH:44]([CH3:46])[CH3:45])[C@@H:22]([O:23][Si:24]([CH:31]([CH3:32])[CH3:33])([CH:28]([CH3:29])[CH3:30])[CH:25]([CH3:26])[CH3:27])[C@H:10]2[O:11][Si:12]([CH:19]([CH3:20])[CH3:21])([CH:16]([CH3:18])[CH3:17])[CH:13]([CH3:14])[CH3:15])=[CH:54][CH:53]=1, predict the reactants needed to synthesize it. The reactants are: Cl[C:2]1[N:3]=[C:4]([NH2:50])[C:5]2[N:6]=[CH:7][N:8]([C:48]=2[N:49]=1)[C@@H:9]1[O:47][C@H:34]([CH2:35][O:36][Si:37]([CH:44]([CH3:46])[CH3:45])([CH:41]([CH3:43])[CH3:42])[CH:38]([CH3:40])[CH3:39])[C@@H:22]([O:23][Si:24]([CH:31]([CH3:33])[CH3:32])([CH:28]([CH3:30])[CH3:29])[CH:25]([CH3:27])[CH3:26])[C@H:10]1[O:11][Si:12]([CH:19]([CH3:21])[CH3:20])([CH:16]([CH3:18])[CH3:17])[CH:13]([CH3:15])[CH3:14].[Cl:51][C:52]1[CH:57]=[CH:56][C:55]([CH2:58][CH2:59][OH:60])=[CH:54][CH:53]=1. (4) Given the product [CH:1]1[C:13]2[CH:12]([CH2:14][O:15][C:16]([N:18]3[CH2:23][C@@H:22]([C:24](=[O:47])[NH:25][CH2:26][C:27]4([CH2:41][CH2:42][CH2:43][CH2:44][O:45][CH3:46])[C:40]5[CH:39]=[CH:38][CH:37]=[CH:36][C:35]=5[O:34][C:33]5[C:28]4=[CH:29][CH:30]=[CH:31][CH:32]=5)[CH2:21][C@@H:20]([NH:48][S:56]([C:53]4[CH:54]=[CH:55][C:50]([F:49])=[CH:51][CH:52]=4)(=[O:58])=[O:57])[CH2:19]3)=[O:17])[C:11]3[C:6](=[CH:7][CH:8]=[CH:9][CH:10]=3)[C:5]=2[CH:4]=[CH:3][CH:2]=1, predict the reactants needed to synthesize it. The reactants are: [CH:1]1[C:13]2[CH:12]([CH2:14][O:15][C:16]([N:18]3[CH2:23][C@@H:22]([C:24](=[O:47])[NH:25][CH2:26][C:27]4([CH2:41][CH2:42][CH2:43][CH2:44][O:45][CH3:46])[C:40]5[CH:39]=[CH:38][CH:37]=[CH:36][C:35]=5[O:34][C:33]5[C:28]4=[CH:29][CH:30]=[CH:31][CH:32]=5)[CH2:21][C@@H:20]([NH2:48])[CH2:19]3)=[O:17])[C:11]3[C:6](=[CH:7][CH:8]=[CH:9][CH:10]=3)[C:5]=2[CH:4]=[CH:3][CH:2]=1.[F:49][C:50]1[CH:55]=[CH:54][C:53]([S:56](Cl)(=[O:58])=[O:57])=[CH:52][CH:51]=1. (5) Given the product [Cl:29][C:23]1[CH:22]=[C:21]([C:19]([N:15]2[C:14]3[CH:30]=[C:10]([CH2:9][OH:8])[CH:11]=[CH:12][C:13]=3[O:18][CH2:17][CH2:16]2)=[O:20])[CH:26]=[C:25]([Cl:27])[C:24]=1[OH:28], predict the reactants needed to synthesize it. The reactants are: [Si]([O:8][CH2:9][C:10]1[CH:11]=[CH:12][C:13]2[O:18][CH2:17][CH2:16][N:15]([C:19]([C:21]3[CH:26]=[C:25]([Cl:27])[C:24]([OH:28])=[C:23]([Cl:29])[CH:22]=3)=[O:20])[C:14]=2[CH:30]=1)(C(C)(C)C)(C)C.[F-].C([N+](CCCC)(CCCC)CCCC)CCC.O1CCCC1.